Dataset: HIV replication inhibition screening data with 41,000+ compounds from the AIDS Antiviral Screen. Task: Binary Classification. Given a drug SMILES string, predict its activity (active/inactive) in a high-throughput screening assay against a specified biological target. (1) The drug is Cc1n[nH]c(=O)n1C1CCCC1. The result is 0 (inactive). (2) The drug is CC(=O)OCC1OC(n2c(C)c(C(C)=O)c(-c3ccco3)c(C#N)c2=S)C(OC(C)=O)C(OC(C)=O)C1OC(C)=O. The result is 0 (inactive). (3) The compound is CCN1CCOC(c2ccccc2)C1c1ccccc1. The result is 0 (inactive). (4) The compound is CCOC12CCC3CC4CCC(OCC)(O1)C4C32. The result is 0 (inactive). (5) The compound is CCCC1OCC2OC(n3cc(C)c(=O)[nH]c3=O)CC2N1O. The result is 1 (active).